The task is: Predict the reaction yield, written as a fraction of the theoretical maximum amount of product (1.0 means a 100% yield; for example, 0.34 means a 34% yield).. This data is from Reaction yield outcomes from USPTO patents with 853,638 reactions. The reactants are [Br:1][C:2]1[CH:3]=[C:4]2[C:7](=[CH:8][CH:9]=1)[C:6]([C:11]1[CH:16]=[CH:15][CH:14]=[CH:13][CH:12]=1)(O)[CH2:5]2.C([SiH](CC)CC)C.FC(F)(F)C(O)=O. The catalyst is CCCCCC. The product is [Br:1][C:2]1[CH:3]=[C:4]2[C:7](=[CH:8][CH:9]=1)[CH:6]([C:11]1[CH:12]=[CH:13][CH:14]=[CH:15][CH:16]=1)[CH2:5]2. The yield is 0.760.